From a dataset of Peptide-MHC class II binding affinity with 134,281 pairs from IEDB. Regression. Given a peptide amino acid sequence and an MHC pseudo amino acid sequence, predict their binding affinity value. This is MHC class II binding data. (1) The peptide sequence is GPLRISASSAAQRRG. The MHC is DRB1_1301 with pseudo-sequence DRB1_1301. The binding affinity (normalized) is 0.872. (2) The peptide sequence is IGHLLRGRNHFIYIV. The MHC is DRB1_0701 with pseudo-sequence DRB1_0701. The binding affinity (normalized) is 1.00. (3) The peptide sequence is ERNFTTAPAICHEGK. The MHC is DRB1_0101 with pseudo-sequence DRB1_0101. The binding affinity (normalized) is 0.835. (4) The peptide sequence is MRSMPFLRKTRWTFL. The MHC is DRB1_1101 with pseudo-sequence DRB1_1101. The binding affinity (normalized) is 0.820. (5) The peptide sequence is AHGIPKVPPGPNITA. The MHC is HLA-DPA10103-DPB10201 with pseudo-sequence HLA-DPA10103-DPB10201. The binding affinity (normalized) is 0.0401. (6) The peptide sequence is RRAEPAADGVGAVSRDL. The MHC is DRB1_0401 with pseudo-sequence DRB1_0401. The binding affinity (normalized) is 0.0371. (7) The peptide sequence is LKRLWKMLDPRQGLA. The MHC is DRB1_0404 with pseudo-sequence DRB1_0404. The binding affinity (normalized) is 0.733. (8) The peptide sequence is YAVSFNYFVCNLLQE. The MHC is DRB1_0101 with pseudo-sequence DRB1_0101. The binding affinity (normalized) is 0.324. (9) The peptide sequence is ALSLTFIRSTTPLVM. The MHC is DRB1_0701 with pseudo-sequence DRB1_0701. The binding affinity (normalized) is 0.930.